Regression. Given two drug SMILES strings and cell line genomic features, predict the synergy score measuring deviation from expected non-interaction effect. From a dataset of NCI-60 drug combinations with 297,098 pairs across 59 cell lines. (1) Drug 1: CC1=C(C=C(C=C1)C(=O)NC2=CC(=CC(=C2)C(F)(F)F)N3C=C(N=C3)C)NC4=NC=CC(=N4)C5=CN=CC=C5. Drug 2: C(CN)CNCCSP(=O)(O)O. Cell line: HL-60(TB). Synergy scores: CSS=-9.35, Synergy_ZIP=9.87, Synergy_Bliss=8.09, Synergy_Loewe=-5.68, Synergy_HSA=-6.06. (2) Drug 1: CCN(CC)CCCC(C)NC1=C2C=C(C=CC2=NC3=C1C=CC(=C3)Cl)OC. Drug 2: CN(C(=O)NC(C=O)C(C(C(CO)O)O)O)N=O. Cell line: COLO 205. Synergy scores: CSS=35.7, Synergy_ZIP=2.07, Synergy_Bliss=-1.76, Synergy_Loewe=-56.3, Synergy_HSA=-5.87. (3) Drug 1: C1=NC(=NC(=O)N1C2C(C(C(O2)CO)O)O)N. Drug 2: CC1C(C(CC(O1)OC2CC(CC3=C2C(=C4C(=C3O)C(=O)C5=C(C4=O)C(=CC=C5)OC)O)(C(=O)CO)O)N)O.Cl. Cell line: SR. Synergy scores: CSS=64.3, Synergy_ZIP=-6.32, Synergy_Bliss=-7.31, Synergy_Loewe=-4.46, Synergy_HSA=-2.51. (4) Drug 1: CC1=C2C(C(=O)C3(C(CC4C(C3C(C(C2(C)C)(CC1OC(=O)C(C(C5=CC=CC=C5)NC(=O)C6=CC=CC=C6)O)O)OC(=O)C7=CC=CC=C7)(CO4)OC(=O)C)O)C)OC(=O)C. Drug 2: CC12CCC3C(C1CCC2OP(=O)(O)O)CCC4=C3C=CC(=C4)OC(=O)N(CCCl)CCCl.[Na+]. Cell line: HT29. Synergy scores: CSS=86.4, Synergy_ZIP=14.9, Synergy_Bliss=13.8, Synergy_Loewe=-6.58, Synergy_HSA=15.3.